Predict the reactants needed to synthesize the given product. From a dataset of Full USPTO retrosynthesis dataset with 1.9M reactions from patents (1976-2016). (1) Given the product [Cl:1][CH2:2][CH2:3][CH2:4][CH2:5][C:6]1[N:10]([CH2:11][CH2:12][CH3:13])[N:9]=[C:8]([C:14]#[N:16])[CH:7]=1, predict the reactants needed to synthesize it. The reactants are: [Cl:1][CH2:2][CH2:3][CH2:4][CH2:5][C:6]1[N:10]([CH2:11][CH2:12][CH3:13])[N:9]=[C:8]([C:14]([NH2:16])=O)[CH:7]=1.P(Cl)(Cl)(Cl)=O.C(Cl)(Cl)Cl. (2) Given the product [Cl:1][CH2:2][CH2:3][CH2:4][NH:5][C:20](=[O:21])[C:19]1[CH:18]=[CH:17][C:16]([N+:13]([O-:15])=[O:14])=[CH:24][CH:23]=1, predict the reactants needed to synthesize it. The reactants are: [Cl:1][CH2:2][CH2:3][CH2:4][NH2:5].C(N(CC)CC)C.[N+:13]([C:16]1[CH:24]=[CH:23][C:19]([C:20](Cl)=[O:21])=[CH:18][CH:17]=1)([O-:15])=[O:14]. (3) Given the product [CH:39]([O:42][C:43]([N:45]1[C:54]2[C:49](=[CH:50][C:51]([C:55]([F:58])([F:57])[F:56])=[CH:52][CH:53]=2)[C@@H:48]([N:59]([CH2:65][C:66]2[CH:71]=[C:70]([C:72]([F:73])([F:74])[F:75])[CH:69]=[C:68]([C:76]([F:77])([F:78])[F:79])[CH:67]=2)[C:60]2[N:61]=[N:62][N:63]([CH2:2][CH2:1][CH3:6])[N:64]=2)[CH2:47][C@H:46]1[CH2:80][CH3:81])=[O:44])([CH3:41])[CH3:40], predict the reactants needed to synthesize it. The reactants are: [C:1]1(P(C2C=CC=CC=2)C2C=CC=CC=2)[CH:6]=CC=C[CH:2]=1.N(C(OCC)=O)=NC(OCC)=O.C1(C)C=CC=CC=1.[CH:39]([O:42][C:43]([N:45]1[C:54]2[C:49](=[CH:50][C:51]([C:55]([F:58])([F:57])[F:56])=[CH:52][CH:53]=2)[C@@H:48]([N:59]([CH2:65][C:66]2[CH:71]=[C:70]([C:72]([F:75])([F:74])[F:73])[CH:69]=[C:68]([C:76]([F:79])([F:78])[F:77])[CH:67]=2)[C:60]2[NH:64][N:63]=[N:62][N:61]=2)[CH2:47][C@H:46]1[CH2:80][CH3:81])=[O:44])([CH3:41])[CH3:40].C(O)CC.